This data is from Reaction yield outcomes from USPTO patents with 853,638 reactions. The task is: Predict the reaction yield, written as a fraction of the theoretical maximum amount of product (1.0 means a 100% yield; for example, 0.34 means a 34% yield). (1) The reactants are [O:1]([C:8]1[CH:13]=[CH:12][C:11]([C:14]2[C:22]3[C:21]([NH2:23])=[N:20][CH:19]=[N:18][C:17]=3[N:16]([C@@H:24]3[CH2:29][CH2:28][CH2:27][NH:26][CH2:25]3)[CH:15]=2)=[CH:10][CH:9]=1)[C:2]1[CH:7]=[CH:6][CH:5]=[CH:4][CH:3]=1.[C:30]([C:32](=[CH:36][CH:37]1[CH2:39][CH2:38]1)[C:33](O)=[O:34])#[N:31].CCN(C(C)C)C(C)C.CN(C(ON1N=NC2C=CC=NC1=2)=[N+](C)C)C.F[P-](F)(F)(F)(F)F. The catalyst is C(Cl)Cl. The product is [NH2:23][C:21]1[C:22]2[C:14]([C:11]3[CH:10]=[CH:9][C:8]([O:1][C:2]4[CH:7]=[CH:6][CH:5]=[CH:4][CH:3]=4)=[CH:13][CH:12]=3)=[CH:15][N:16]([C@@H:24]3[CH2:29][CH2:28][CH2:27][N:26]([C:33]([C:32](=[CH:36][CH:37]4[CH2:39][CH2:38]4)[C:30]#[N:31])=[O:34])[CH2:25]3)[C:17]=2[N:18]=[CH:19][N:20]=1. The yield is 0.540. (2) The reactants are [NH2:1][C:2]([CH2:7][OH:8])([CH2:5][OH:6])[CH2:3][OH:4].[CH3:9][C:10]1[S:14][C:13]([NH:15][C:16]([C:18]2[N:29]([CH3:30])[S:26](=[O:28])(=[O:27])[C:25]3[CH:24]=[CH:23][CH:22]=[CH:21][C:20]=3[C:19]=2[OH:31])=[O:17])=[N:12][CH:11]=1. The catalyst is C(O)C. The product is [CH3:9][C:10]1[S:14][C:13]([NH:15][C:16]([C:18]2[N:29]([CH3:30])[S:26](=[O:27])(=[O:28])[C:25]3[CH:24]=[CH:23][CH:22]=[CH:21][C:20]=3[C:19]=2[OH:31])=[O:17])=[N:12][CH:11]=1.[NH2:1][C:2]([CH2:7][OH:8])([CH2:5][OH:6])[CH2:3][OH:4]. The yield is 0.970.